From a dataset of Full USPTO retrosynthesis dataset with 1.9M reactions from patents (1976-2016). Predict the reactants needed to synthesize the given product. (1) Given the product [Br:1][C:2]1[C:7]([Cl:8])=[N:6][CH:5]=[C:4]([S:9]([N:13]2[CH2:17][CH2:16][CH2:15][CH2:14]2)(=[O:11])=[O:10])[CH:3]=1, predict the reactants needed to synthesize it. The reactants are: [Br:1][C:2]1[CH:3]=[C:4]([S:9](Cl)(=[O:11])=[O:10])[CH:5]=[N:6][C:7]=1[Cl:8].[NH:13]1[CH2:17][CH2:16][CH2:15][CH2:14]1. (2) The reactants are: I[C:2]1[N:6]=[C:5]([C:7]2[CH:12]=[CH:11][CH:10]=[C:9]([C:13]([F:16])([F:15])[F:14])[CH:8]=2)[N:4]([CH3:17])[C:3]=1[C:18]([N:20]1[CH2:25][CH2:24][CH:23]([N:26]2[CH2:30][CH2:29][CH2:28][CH2:27]2)[CH2:22][CH2:21]1)=[O:19].[CH3:31][Si:32]([C:35]#[CH:36])([CH3:34])[CH3:33]. Given the product [CH3:17][N:4]1[C:3]([C:18]([N:20]2[CH2:25][CH2:24][CH:23]([N:26]3[CH2:30][CH2:29][CH2:28][CH2:27]3)[CH2:22][CH2:21]2)=[O:19])=[C:2]([C:36]#[C:35][Si:32]([CH3:34])([CH3:33])[CH3:31])[N:6]=[C:5]1[C:7]1[CH:12]=[CH:11][CH:10]=[C:9]([C:13]([F:16])([F:15])[F:14])[CH:8]=1, predict the reactants needed to synthesize it. (3) Given the product [Cl:9][C:6]1[N:5]=[CH:4][C:3]([C:10]([N:12]2[CH2:17][CH2:16][CH:15]([C:18]3[CH:23]=[CH:22][C:21]([F:24])=[CH:20][CH:19]=3)[CH2:14][CH2:13]2)=[O:11])=[C:2]([NH:25][C:26]2[CH:31]=[CH:30][CH:29]=[CH:28][C:27]=2[CH3:32])[C:7]=1[CH3:8], predict the reactants needed to synthesize it. The reactants are: Cl[C:2]1[C:7]([CH3:8])=[C:6]([Cl:9])[N:5]=[CH:4][C:3]=1[C:10]([N:12]1[CH2:17][CH2:16][CH:15]([C:18]2[CH:23]=[CH:22][C:21]([F:24])=[CH:20][CH:19]=2)[CH2:14][CH2:13]1)=[O:11].[NH2:25][C:26]1[C:27]([CH3:32])=[CH:28][CH:29]=[CH:30][CH:31]=1. (4) Given the product [CH2:1]([NH:8][C:10]1[C:11]2[CH:19]=[CH:18][CH:17]=[C:16]([C:20]([NH2:22])=[O:21])[C:12]=2[N:13]=[N:14][N:15]=1)[C:2]1[CH:7]=[CH:6][CH:5]=[CH:4][CH:3]=1, predict the reactants needed to synthesize it. The reactants are: [CH2:1]([NH2:8])[C:2]1[CH:7]=[CH:6][CH:5]=[CH:4][CH:3]=1.O[C:10]1[C:11]2[CH:19]=[CH:18][CH:17]=[C:16]([C:20]([NH2:22])=[O:21])[C:12]=2[N:13]=[N:14][N:15]=1.